From a dataset of Full USPTO retrosynthesis dataset with 1.9M reactions from patents (1976-2016). Predict the reactants needed to synthesize the given product. (1) Given the product [Cl:21][C:22]1[N:23]=[CH:24][C:25]([C:13]2[CH:12]=[N:11][C:7]3[NH:8][CH2:9][CH2:10][N:5]([CH2:4][C:3]4[CH:16]=[C:17]([Cl:20])[CH:18]=[CH:19][C:2]=4[Cl:1])[C:6]=3[CH:14]=2)=[CH:26][CH:27]=1, predict the reactants needed to synthesize it. The reactants are: [Cl:1][C:2]1[CH:19]=[CH:18][C:17]([Cl:20])=[CH:16][C:3]=1[CH2:4][N:5]1[CH2:10][CH2:9][NH:8][C:7]2[N:11]=[CH:12][C:13](I)=[CH:14][C:6]1=2.[Cl:21][C:22]1[CH:27]=[CH:26][C:25](B2OC(C)(C)C(C)(C)O2)=[CH:24][N:23]=1. (2) Given the product [F:27][C:28]1[C:35]([F:36])=[CH:34][CH:33]=[CH:32][C:29]=1[CH2:30][O:22][C:21](=[O:23])[C:19]1[CH:18]=[CH:17][CH:16]=[C:15]([N:10]2[C:11]([CH3:14])=[CH:12][CH:13]=[C:9]2[C:7]2[CH:8]=[C:3]([C:2]([F:1])([F:25])[F:26])[CH:4]=[CH:5][C:6]=2[O:24][CH2:30][C:29]2[CH:32]=[CH:33][CH:34]=[C:35]([F:36])[C:28]=2[F:27])[N:20]=1, predict the reactants needed to synthesize it. The reactants are: [F:1][C:2]([F:26])([F:25])[C:3]1[CH:4]=[CH:5][C:6]([OH:24])=[C:7]([C:9]2[N:10]([C:15]3[N:20]=[C:19]([C:21]([OH:23])=[O:22])[CH:18]=[CH:17][CH:16]=3)[C:11]([CH3:14])=[CH:12][CH:13]=2)[CH:8]=1.[F:27][C:28]1[C:35]([F:36])=[CH:34][CH:33]=[CH:32][C:29]=1[CH2:30]Br.C([O-])([O-])=O.[K+].[K+].O. (3) Given the product [NH2:1][C:2]1[N:7]=[C:6]([C:32]2[O:33][CH2:34][CH2:35][CH:36]=2)[C:5]([C:16]#[N:17])=[C:4]([S:18][CH2:19][CH2:20][C:21]2[CH:26]=[CH:25][CH:24]=[CH:23][N:22]=2)[N:3]=1, predict the reactants needed to synthesize it. The reactants are: [NH2:1][C:2]1[N:7]=[C:6](OS(C(F)(F)F)(=O)=O)[C:5]([C:16]#[N:17])=[C:4]([S:18][CH2:19][CH2:20][C:21]2[CH:26]=[CH:25][CH:24]=[CH:23][N:22]=2)[N:3]=1.C([Sn](CCCC)(CCCC)[C:32]1[O:33][CH2:34][CH2:35][CH:36]=1)CCC. (4) Given the product [NH2:1][C:2]1[N:3]=[CH:4][C:5]([Br:17])=[CH:6][C:7]=1[C:8]([C:10]1[N:11]=[C:12]([N:28]2[CH2:29][CH2:30][CH2:31][N:25]([C:18]([O:20][C:21]([CH3:24])([CH3:23])[CH3:22])=[O:19])[CH2:26][CH2:27]2)[CH:13]=[CH:14][CH:15]=1)=[O:9], predict the reactants needed to synthesize it. The reactants are: [NH2:1][C:2]1[C:7]([C:8]([C:10]2[CH:15]=[CH:14][CH:13]=[C:12](Br)[N:11]=2)=[O:9])=[CH:6][C:5]([Br:17])=[CH:4][N:3]=1.[C:18]([N:25]1[CH2:31][CH2:30][CH2:29][NH:28][CH2:27][CH2:26]1)([O:20][C:21]([CH3:24])([CH3:23])[CH3:22])=[O:19].C([O-])([O-])=O.[K+].[K+]. (5) Given the product [NH2:20][C:17]1[CH:18]=[CH:19][C:14]([CH2:13][P:6](=[O:12])([O:7][CH2:8][CH2:9][O:10][CH3:11])[O:5][CH2:4][CH2:3][O:2][CH3:1])=[CH:15][C:16]=1[O:23][CH3:24], predict the reactants needed to synthesize it. The reactants are: [CH3:1][O:2][CH2:3][CH2:4][O:5][P:6]([CH2:13][C:14]1[CH:19]=[CH:18][C:17]([N+:20]([O-])=O)=[C:16]([O:23][CH3:24])[CH:15]=1)(=[O:12])[O:7][CH2:8][CH2:9][O:10][CH3:11].[H][H]. (6) Given the product [ClH:54].[ClH:54].[OH:41][C@H:40]([C:48]1[CH:49]=[CH:50][CH:51]=[CH:52][CH:53]=1)[CH2:39][NH:31][CH2:30][CH2:29][C:26]1[CH:27]=[CH:28][C:23]([C:7]2[CH:8]=[CH:9][C:10]([C:11]([NH:13][S:14]([C:17]3[CH:18]=[N:19][CH:20]=[CH:21][CH:22]=3)(=[O:16])=[O:15])=[O:12])=[C:5]([S:4][CH:1]([CH3:2])[CH3:3])[CH:6]=2)=[CH:24][CH:25]=1, predict the reactants needed to synthesize it. The reactants are: [CH:1]([S:4][C:5]1[CH:6]=[C:7]([C:23]2[CH:28]=[CH:27][C:26]([CH2:29][CH2:30][N:31]([CH2:39][C@@H:40]([C:48]3[CH:53]=[CH:52][CH:51]=[CH:50][CH:49]=3)[O:41]C3CCCCO3)C(=O)OC(C)(C)C)=[CH:25][CH:24]=2)[CH:8]=[CH:9][C:10]=1[C:11]([NH:13][S:14]([C:17]1[CH:18]=[N:19][CH:20]=[CH:21][CH:22]=1)(=[O:16])=[O:15])=[O:12])([CH3:3])[CH3:2].[ClH:54]. (7) Given the product [Br:1][C:2]1[C:3](=[O:19])[N:4]([CH:9]2[CH2:14][C:13]([CH3:16])([CH3:15])[CH2:12][C:11]([CH3:18])([CH3:17])[CH2:10]2)[N:5]=[CH:6][C:7]=1[NH:28][CH2:27][CH2:26][N:23]1[CH2:24][CH2:25][O:20][CH2:21][CH2:22]1, predict the reactants needed to synthesize it. The reactants are: [Br:1][C:2]1[C:3](=[O:19])[N:4]([CH:9]2[CH2:14][C:13]([CH3:16])([CH3:15])[CH2:12][C:11]([CH3:18])([CH3:17])[CH2:10]2)[N:5]=[CH:6][C:7]=1Br.[O:20]1[CH2:25][CH2:24][N:23]([CH2:26][CH2:27][NH2:28])[CH2:22][CH2:21]1. (8) Given the product [F:12][C:13]1[CH:19]=[CH:18][CH:17]=[CH:16][C:14]=1[NH:15][C:2]1[CH:7]=[CH:6][CH:5]=[CH:4][C:3]=1[CH2:8][C:9]([OH:11])=[O:10], predict the reactants needed to synthesize it. The reactants are: Br[C:2]1[CH:7]=[CH:6][CH:5]=[CH:4][C:3]=1[CH2:8][C:9]([OH:11])=[O:10].[F:12][C:13]1[CH:19]=[CH:18][CH:17]=[CH:16][C:14]=1[NH2:15]. (9) Given the product [C:5]([N:13]1[C:21]2[C:16](=[CH:17][C:18]([OH:22])=[CH:19][CH:20]=2)[C:15]([CH2:24][C:25]([OH:27])=[O:26])=[C:14]1[CH3:28])(=[O:12])[C:6]1[CH:7]=[CH:8][CH:9]=[CH:10][CH:11]=1, predict the reactants needed to synthesize it. The reactants are: B(Br)(Br)Br.[C:5]([N:13]1[C:21]2[C:16](=[CH:17][C:18]([O:22]C)=[CH:19][CH:20]=2)[C:15]([CH2:24][C:25]([OH:27])=[O:26])=[C:14]1[CH3:28])(=[O:12])[C:6]1[CH:11]=[CH:10][CH:9]=[CH:8][CH:7]=1. (10) Given the product [NH2:52][CH2:51][CH2:50][S:49][C:18]1[C:19]([NH:27][C:28]([NH:29][C:30]2[CH:35]=[CH:34][C:33]([O:36][C:37]3[CH:42]=[C:41]([C:43]([F:44])([F:45])[F:46])[CH:40]=[C:39]([NH:47][CH2:37][CH2:38][CH2:39][NH2:47])[CH:38]=3)=[CH:32][CH:31]=2)=[O:48])=[CH:20][C:85]([C:43]([F:45])([F:46])[F:44])=[CH:84][C:83]=1[NH:82][C:81]([CH2:73][CH2:74][CH2:75][CH2:70][NH:69][C:28]([NH2:29])=[NH:27])=[O:87], predict the reactants needed to synthesize it. The reactants are: C(OC(=O)NC(=NC(OC(C)(C)C)=O)NCCCCC(NC1C=C(C(F)(F)F)[CH:20]=[C:19]([NH:27][C:28](=[O:48])[NH:29][C:30]2[CH:35]=[CH:34][C:33]([O:36][C:37]3[CH:42]=[C:41]([C:43]([F:46])([F:45])[F:44])[CH:40]=[C:39]([NH2:47])[CH:38]=3)=[CH:32][CH:31]=2)[C:18]=1[S:49][CH2:50][CH2:51][NH:52]C(OC(C)(C)C)=O)=O)(C)(C)C.[NH2:69][C:70]1[CH:75]=[CH:74][CH:73]=CC=1.C(O[C:81](=[O:87])[NH:82][CH2:83][CH2:84][CH:85]=O)(C)(C)C.